The task is: Regression. Given two drug SMILES strings and cell line genomic features, predict the synergy score measuring deviation from expected non-interaction effect.. This data is from NCI-60 drug combinations with 297,098 pairs across 59 cell lines. (1) Drug 1: CC1=C(C=C(C=C1)NC(=O)C2=CC=C(C=C2)CN3CCN(CC3)C)NC4=NC=CC(=N4)C5=CN=CC=C5. Drug 2: C1=CC=C(C=C1)NC(=O)CCCCCCC(=O)NO. Cell line: SF-268. Synergy scores: CSS=-11.3, Synergy_ZIP=3.75, Synergy_Bliss=-7.47, Synergy_Loewe=-35.0, Synergy_HSA=-25.2. (2) Drug 1: C1C(C(OC1N2C=NC3=C(N=C(N=C32)Cl)N)CO)O. Drug 2: CC1=C(C(=O)C2=C(C1=O)N3CC4C(C3(C2COC(=O)N)OC)N4)N. Cell line: OVCAR-4. Synergy scores: CSS=13.9, Synergy_ZIP=-4.42, Synergy_Bliss=-2.91, Synergy_Loewe=-3.95, Synergy_HSA=-3.59. (3) Drug 1: CNC(=O)C1=NC=CC(=C1)OC2=CC=C(C=C2)NC(=O)NC3=CC(=C(C=C3)Cl)C(F)(F)F. Drug 2: CC(C)CN1C=NC2=C1C3=CC=CC=C3N=C2N. Cell line: OVCAR-8. Synergy scores: CSS=0.0680, Synergy_ZIP=2.33, Synergy_Bliss=2.92, Synergy_Loewe=-5.47, Synergy_HSA=-2.69. (4) Drug 1: COC1=C2C(=CC3=C1OC=C3)C=CC(=O)O2. Drug 2: C(CN)CNCCSP(=O)(O)O. Cell line: MALME-3M. Synergy scores: CSS=-0.802, Synergy_ZIP=-1.08, Synergy_Bliss=-5.88, Synergy_Loewe=-4.82, Synergy_HSA=-7.35. (5) Drug 1: CC1OCC2C(O1)C(C(C(O2)OC3C4COC(=O)C4C(C5=CC6=C(C=C35)OCO6)C7=CC(=C(C(=C7)OC)O)OC)O)O. Drug 2: C1=CN(C(=O)N=C1N)C2C(C(C(O2)CO)O)O.Cl. Cell line: A549. Synergy scores: CSS=61.8, Synergy_ZIP=-1.69, Synergy_Bliss=-2.01, Synergy_Loewe=2.25, Synergy_HSA=4.80. (6) Drug 1: C1C(C(OC1N2C=C(C(=O)NC2=O)F)CO)O. Drug 2: CC1=C(C(=O)C2=C(C1=O)N3CC4C(C3(C2COC(=O)N)OC)N4)N. Cell line: SK-MEL-28. Synergy scores: CSS=33.0, Synergy_ZIP=-9.39, Synergy_Bliss=-5.20, Synergy_Loewe=-0.973, Synergy_HSA=0.200. (7) Drug 1: CC1=C(C=C(C=C1)NC(=O)C2=CC=C(C=C2)CN3CCN(CC3)C)NC4=NC=CC(=N4)C5=CN=CC=C5. Drug 2: N.N.Cl[Pt+2]Cl. Cell line: UO-31. Synergy scores: CSS=53.9, Synergy_ZIP=2.01, Synergy_Bliss=2.21, Synergy_Loewe=-5.66, Synergy_HSA=2.44. (8) Drug 1: C1CC(=O)NC(=O)C1N2CC3=C(C2=O)C=CC=C3N. Drug 2: CC1C(C(CC(O1)OC2CC(CC3=C2C(=C4C(=C3O)C(=O)C5=C(C4=O)C(=CC=C5)OC)O)(C(=O)CO)O)N)O.Cl. Cell line: CCRF-CEM. Synergy scores: CSS=44.6, Synergy_ZIP=7.63, Synergy_Bliss=7.72, Synergy_Loewe=-14.3, Synergy_HSA=4.14. (9) Drug 1: CN(CCCl)CCCl.Cl. Drug 2: COCCOC1=C(C=C2C(=C1)C(=NC=N2)NC3=CC=CC(=C3)C#C)OCCOC.Cl. Cell line: A498. Synergy scores: CSS=23.3, Synergy_ZIP=-5.08, Synergy_Bliss=-4.82, Synergy_Loewe=-0.474, Synergy_HSA=0.190. (10) Drug 1: C1CC(=O)NC(=O)C1N2CC3=C(C2=O)C=CC=C3N. Drug 2: COC1=NC(=NC2=C1N=CN2C3C(C(C(O3)CO)O)O)N. Cell line: SN12C. Synergy scores: CSS=5.66, Synergy_ZIP=-2.81, Synergy_Bliss=-2.97, Synergy_Loewe=0.893, Synergy_HSA=-2.84.